Predict the reactants needed to synthesize the given product. From a dataset of Full USPTO retrosynthesis dataset with 1.9M reactions from patents (1976-2016). (1) Given the product [CH3:31][N:32]([CH3:36])[CH2:33][CH2:34][O:35][C:26]1[CH:25]=[CH:24][N:23]=[C:22]([CH2:21][O:20][C:17]2[CH:18]=[CH:19][C:14]([C:13]([NH:12][C:10]3[CH:11]=[C:6]([C:2]4[NH:3][CH:4]=[CH:5][N:1]=4)[CH:7]=[CH:8][C:9]=3[CH3:30])=[O:29])=[CH:15][CH:16]=2)[CH:27]=1, predict the reactants needed to synthesize it. The reactants are: [NH:1]1[CH:5]=[CH:4][N:3]=[C:2]1[C:6]1[CH:7]=[CH:8][C:9]([CH3:30])=[C:10]([NH:12][C:13](=[O:29])[C:14]2[CH:19]=[CH:18][C:17]([O:20][CH2:21][C:22]3[CH:27]=[C:26](Cl)[CH:25]=[CH:24][N:23]=3)=[CH:16][CH:15]=2)[CH:11]=1.[CH3:31][N:32]([CH3:36])[CH2:33][CH2:34][OH:35].CC(C)([O-])C.[K+]. (2) Given the product [I-:34].[CH2:31]([O:30][C:28](=[O:29])[CH2:27][C:5]1([NH:8][S:9](=[O:25])(=[O:26])[NH:10][C:11]2[CH:12]=[CH:13][C:14]([CH2:17][CH2:18][CH2:19][CH2:20][CH2:21][CH2:22][CH2:23][CH3:24])=[CH:15][CH:16]=2)[CH2:6][CH2:7][N+:2]([CH3:33])([CH3:1])[CH2:3][CH2:4]1)[CH3:32], predict the reactants needed to synthesize it. The reactants are: [CH3:1][N:2]1[CH2:7][CH2:6][C:5]([CH2:27][C:28]([O:30][CH2:31][CH3:32])=[O:29])([NH:8][S:9](=[O:26])(=[O:25])[NH:10][C:11]2[CH:16]=[CH:15][C:14]([CH2:17][CH2:18][CH2:19][CH2:20][CH2:21][CH2:22][CH2:23][CH3:24])=[CH:13][CH:12]=2)[CH2:4][CH2:3]1.[CH3:33][I:34]. (3) Given the product [ClH:40].[CH2:1]([N:3]1[N:7]=[N:6][C:5]([CH2:8][N:9]2[C:14]3[CH:15]=[C:16]([C:18]4[CH:19]=[CH:20][C:21]([F:24])=[CH:22][CH:23]=4)[S:17][C:13]=3[C:12](=[O:25])[N:11]([CH:26]3[CH2:31][CH2:30][NH:29][CH2:28][CH2:27]3)[C:10]2=[O:39])=[N:4]1)[CH3:2], predict the reactants needed to synthesize it. The reactants are: [CH2:1]([N:3]1[N:7]=[N:6][C:5]([CH2:8][N:9]2[C:14]3[CH:15]=[C:16]([C:18]4[CH:23]=[CH:22][C:21]([F:24])=[CH:20][CH:19]=4)[S:17][C:13]=3[C:12](=[O:25])[N:11]([CH:26]3[CH2:31][CH2:30][N:29](C(OC(C)(C)C)=O)[CH2:28][CH2:27]3)[C:10]2=[O:39])=[N:4]1)[CH3:2].[ClH:40]. (4) The reactants are: [Cl:1][C:2]1[N:3]=[C:4](Cl)[C:5]2[CH:11]=[CH:10][N:9]=[CH:8][C:6]=2[N:7]=1.[OH-:13].[Na+].Cl. Given the product [Cl:1][C:2]1[N:3]=[C:4]([OH:13])[C:5]2[CH:11]=[CH:10][N:9]=[CH:8][C:6]=2[N:7]=1, predict the reactants needed to synthesize it. (5) Given the product [ClH:19].[Cl:19][CH2:15][C:14]1[C:9]([C:8]2[N:4]([CH:1]([CH3:3])[CH3:2])[N:5]=[CH:6][CH:7]=2)=[N:10][CH:11]=[CH:12][CH:13]=1, predict the reactants needed to synthesize it. The reactants are: [CH:1]([N:4]1[C:8]([C:9]2[C:14]([CH2:15]O)=[CH:13][CH:12]=[CH:11][N:10]=2)=[CH:7][CH:6]=[N:5]1)([CH3:3])[CH3:2].O=S(Cl)[Cl:19]. (6) Given the product [CH3:21][O:20][C:3]1[C:2]([O:1][CH2:29][C:30]2([CH3:34])[CH2:33][O:32][CH2:31]2)=[C:7]([O:8][CH3:9])[CH:6]=[CH:5][C:4]=1[C:10]1[CH:11]=[C:12]2[C:16](=[CH:17][CH:18]=1)[C:15](=[O:19])[O:14][CH2:13]2, predict the reactants needed to synthesize it. The reactants are: [OH:1][C:2]1[C:3]([O:20][CH3:21])=[C:4]([C:10]2[CH:11]=[C:12]3[C:16](=[CH:17][CH:18]=2)[C:15](=[O:19])[O:14][CH2:13]3)[CH:5]=[CH:6][C:7]=1[O:8][CH3:9].C(=O)([O-])[O-].[K+].[K+].Br[CH2:29][C:30]1([CH3:34])[CH2:33][O:32][CH2:31]1. (7) The reactants are: Br[C:2]1[CH:14]=[CH:13][C:12]2[C:11]3[C:6](=[CH:7][CH:8]=[CH:9][CH:10]=3)[C:5]([CH2:17][CH3:18])([CH2:15][CH3:16])[C:4]=2[CH:3]=1.[C:19]1([NH:25][C:26]2[CH:31]=[CH:30][CH:29]=[CH:28][CH:27]=2)[CH:24]=[CH:23][CH:22]=[CH:21][CH:20]=1.CC(C)([O-])C.[Na+]. Given the product [CH2:15]([C:5]1([CH2:17][CH3:18])[C:4]2[CH:3]=[C:2]([N:25]([C:26]3[CH:27]=[CH:28][CH:29]=[CH:30][CH:31]=3)[C:19]3[CH:24]=[CH:23][CH:22]=[CH:21][CH:20]=3)[CH:14]=[CH:13][C:12]=2[C:11]2[C:6]1=[CH:7][CH:8]=[CH:9][CH:10]=2)[CH3:16], predict the reactants needed to synthesize it. (8) The reactants are: [F:1][C:2]1[CH:31]=[CH:30][C:5]([CH2:6][N:7]2[C:15]3[C:10](=[CH:11][C:12]([S:16]([CH3:19])(=[O:18])=[O:17])=[CH:13][CH:14]=3)[CH:9]=[C:8]2[C:20]2[CH:25]=[CH:24][C:23]([C:26]([O:28]C)=[O:27])=[CH:22][N:21]=2)=[CH:4][CH:3]=1.[OH-].[K+].CO.Cl. Given the product [F:1][C:2]1[CH:3]=[CH:4][C:5]([CH2:6][N:7]2[C:15]3[C:10](=[CH:11][C:12]([S:16]([CH3:19])(=[O:17])=[O:18])=[CH:13][CH:14]=3)[CH:9]=[C:8]2[C:20]2[CH:25]=[CH:24][C:23]([C:26]([OH:28])=[O:27])=[CH:22][N:21]=2)=[CH:30][CH:31]=1, predict the reactants needed to synthesize it.